The task is: Regression. Given two drug SMILES strings and cell line genomic features, predict the synergy score measuring deviation from expected non-interaction effect.. This data is from NCI-60 drug combinations with 297,098 pairs across 59 cell lines. (1) Drug 1: CCC1(CC2CC(C3=C(CCN(C2)C1)C4=CC=CC=C4N3)(C5=C(C=C6C(=C5)C78CCN9C7C(C=CC9)(C(C(C8N6C=O)(C(=O)OC)O)OC(=O)C)CC)OC)C(=O)OC)O.OS(=O)(=O)O. Drug 2: C1CN1C2=NC(=NC(=N2)N3CC3)N4CC4. Cell line: HT29. Synergy scores: CSS=16.2, Synergy_ZIP=-0.326, Synergy_Bliss=0.855, Synergy_Loewe=-1.46, Synergy_HSA=-1.44. (2) Drug 1: CC1=C2C(C(=O)C3(C(CC4C(C3C(C(C2(C)C)(CC1OC(=O)C(C(C5=CC=CC=C5)NC(=O)C6=CC=CC=C6)O)O)OC(=O)C7=CC=CC=C7)(CO4)OC(=O)C)O)C)OC(=O)C. Drug 2: C(=O)(N)NO. Cell line: COLO 205. Synergy scores: CSS=7.87, Synergy_ZIP=20.0, Synergy_Bliss=20.8, Synergy_Loewe=7.41, Synergy_HSA=19.4.